From a dataset of Full USPTO retrosynthesis dataset with 1.9M reactions from patents (1976-2016). Predict the reactants needed to synthesize the given product. (1) Given the product [Cl:1][C:2]1[CH:3]=[C:4]([CH2:9][NH:10][CH3:11])[CH:5]=[N:6][C:7]=1[Cl:8], predict the reactants needed to synthesize it. The reactants are: [Cl:1][C:2]1[CH:3]=[C:4]([CH2:9][N:10]2C(=O)C3C(=CC=CC=3)[C:11]2=O)[CH:5]=[N:6][C:7]=1[Cl:8].CN. (2) Given the product [Br:24][CH:4]1[C:3]2[C:7](=[CH:8][CH:9]=[CH:10][C:2]=2[Cl:1])[C:6](=[O:11])[O:5]1, predict the reactants needed to synthesize it. The reactants are: [Cl:1][C:2]1[CH:10]=[CH:9][CH:8]=[C:7]2[C:3]=1[CH2:4][O:5][C:6]2=[O:11].N(/C(C)(C)C#N)=N\C(C)(C)C#N.[Br:24]N1C(=O)CCC1=O.